From a dataset of Full USPTO retrosynthesis dataset with 1.9M reactions from patents (1976-2016). Predict the reactants needed to synthesize the given product. (1) The reactants are: C([N:3]1[CH2:8][CH2:7][N:6]([C:9]2[CH:14]=[CH:13][C:12](/[CH:15]=[CH:16]/[C:17]3[C:25]4[C:20](=[CH:21][CH:22]=[CH:23][CH:24]=4)[NH:19][N:18]=3)=[CH:11][CH:10]=2)[CH2:5][CH2:4]1)=O.[ClH:26].CO. Given the product [ClH:26].[N:6]1([C:9]2[CH:14]=[CH:13][C:12](/[CH:15]=[CH:16]/[C:17]3[C:25]4[C:20](=[CH:21][CH:22]=[CH:23][CH:24]=4)[NH:19][N:18]=3)=[CH:11][CH:10]=2)[CH2:7][CH2:8][NH:3][CH2:4][CH2:5]1, predict the reactants needed to synthesize it. (2) Given the product [CH2:1]([C:5]1[CH:6]=[C:7]2[C:12](=[C:13]([O:15][CH:16]3[CH2:17][CH2:18][N:19]([CH2:23][CH2:24][CH2:25][CH2:26][NH:27][C:28](=[O:34])[O:29][C:30]([CH3:33])([CH3:32])[CH3:31])[CH2:20][CH2:21]3)[CH:14]=1)[N:11]=[CH:10][CH:9]=[CH:8]2)[CH2:2][CH2:3][CH3:4], predict the reactants needed to synthesize it. The reactants are: [CH2:1]([C:5]1[CH:6]=[C:7]2[C:12](=[C:13]([O:15][CH:16]3[CH2:21][CH2:20][NH:19][CH2:18][CH2:17]3)[CH:14]=1)[N:11]=[CH:10][CH:9]=[CH:8]2)[CH2:2][CH2:3][CH3:4].Br[CH2:23][CH2:24][CH2:25][CH2:26][NH:27][C:28](=[O:34])[O:29][C:30]([CH3:33])([CH3:32])[CH3:31].